This data is from Full USPTO retrosynthesis dataset with 1.9M reactions from patents (1976-2016). The task is: Predict the reactants needed to synthesize the given product. Given the product [CH3:24][C:25]1[CH:26]=[CH:27][C:28]([CH2:31][C:32]([N:21]2[CH2:22][CH2:23][C:17]3([CH2:16][N:15]([CH:11]4[C:12]5[C:8](=[CH:7][C:6]([N:2]6[N:3]=[CH:4][CH:5]=[N:1]6)=[CH:14][CH:13]=5)[CH2:9][CH2:10]4)[CH2:18]3)[CH2:19][CH2:20]2)=[O:33])=[N:29][CH:30]=1, predict the reactants needed to synthesize it. The reactants are: [N:1]1[N:2]([C:6]2[CH:7]=[C:8]3[C:12](=[CH:13][CH:14]=2)[C@H:11]([N:15]2[CH2:18][C:17]4([CH2:23][CH2:22][NH:21][CH2:20][CH2:19]4)[CH2:16]2)[CH2:10][CH2:9]3)[N:3]=[CH:4][CH:5]=1.[CH3:24][C:25]1[CH:26]=[CH:27][C:28]([CH2:31][C:32](O)=[O:33])=[N:29][CH:30]=1.C(N(CC)CC)C.CCN=C=NCCCN(C)C.